This data is from Full USPTO retrosynthesis dataset with 1.9M reactions from patents (1976-2016). The task is: Predict the reactants needed to synthesize the given product. (1) Given the product [CH3:9][O:10][C:11]([C:13]1[C:14]2[CH:15]=[CH:16][NH:17][C:18]=2[CH:19]=[C:20]([NH:22][C:23]([O:25][C:26]([CH3:29])([CH3:28])[CH3:27])=[O:24])[CH:21]=1)=[O:12], predict the reactants needed to synthesize it. The reactants are: C(N(CC)CC)C.Cl.[CH3:9][O:10][C:11]([C:13]1[C:14]2[CH:15]=[CH:16][NH:17][C:18]=2[CH:19]=[C:20]([NH2:22])[CH:21]=1)=[O:12].[C:23](O[C:23]([O:25][C:26]([CH3:29])([CH3:28])[CH3:27])=[O:24])([O:25][C:26]([CH3:29])([CH3:28])[CH3:27])=[O:24]. (2) The reactants are: FC(F)(F)C(O)=O.[CH2:8]([O:12][C:13]1[N:21]=[C:20]2[C:16]([NH:17][C:18]([O:22][CH3:23])=[N:19]2)=[C:15]([NH2:24])[N:14]=1)[CH2:9][CH2:10][CH3:11].C(=O)([O-])[O-].[K+].[K+].[OH:31][CH2:32][C:33]1[CH:40]=[CH:39][C:36]([CH2:37]Cl)=[CH:35][CH:34]=1. Given the product [CH2:8]([O:12][C:13]1[N:21]=[C:20]2[C:16]([N:17]=[C:18]([O:22][CH3:23])[N:19]2[CH2:37][C:36]2[CH:39]=[CH:40][C:33]([CH2:32][OH:31])=[CH:34][CH:35]=2)=[C:15]([NH2:24])[N:14]=1)[CH2:9][CH2:10][CH3:11], predict the reactants needed to synthesize it. (3) The reactants are: [NH2:1][C@H:2]1[CH2:8][CH2:7][CH2:6][CH2:5][NH:4][C:3]1=[O:9].C([O-])(O)=O.[Na+].C1COCC1.[CH3:20][C:21]([O:24][C:25](O[C:25]([O:24][C:21]([CH3:23])([CH3:22])[CH3:20])=[O:26])=[O:26])([CH3:23])[CH3:22]. Given the product [O:9]=[C:3]1[C@@H:2]([NH:1][C:25](=[O:26])[O:24][C:21]([CH3:23])([CH3:22])[CH3:20])[CH2:8][CH2:7][CH2:6][CH2:5][NH:4]1, predict the reactants needed to synthesize it. (4) Given the product [Br:19][C:10]1[S:11][C:6]2[C:5]3[S:1][CH:2]=[CH:3][C:4]=3[S:8][C:7]=2[CH:9]=1, predict the reactants needed to synthesize it. The reactants are: [S:1]1[C:5]2[C:6]3[S:11][CH:10]=[CH:9][C:7]=3[S:8][C:4]=2[CH:3]=[CH:2]1.C1C(=O)N([Br:19])C(=O)C1.